From a dataset of Full USPTO retrosynthesis dataset with 1.9M reactions from patents (1976-2016). Predict the reactants needed to synthesize the given product. Given the product [F:27][C:24]1[CH:25]=[C:26]2[C:21](=[CH:22][CH:23]=1)[NH:20][CH:19]=[C:18]2[CH2:17][CH2:16][CH2:15][NH:13][CH:6]1[CH2:5][C:4]2[C:9](=[CH:10][CH:11]=[CH:12][C:3]=2[O:2][CH3:1])[O:8][CH2:7]1, predict the reactants needed to synthesize it. The reactants are: [CH3:1][O:2][C:3]1[CH:12]=[CH:11][CH:10]=[C:9]2[C:4]=1[CH2:5][CH:6]([NH2:13])[CH2:7][O:8]2.Br[CH2:15][CH2:16][CH2:17][C:18]1[C:26]2[C:21](=[CH:22][CH:23]=[C:24]([F:27])[CH:25]=2)[NH:20][CH:19]=1.C(N(CC)CC)C.CCCCCC.CCOC(C)=O.CO.